From a dataset of Full USPTO retrosynthesis dataset with 1.9M reactions from patents (1976-2016). Predict the reactants needed to synthesize the given product. (1) The reactants are: C([NH:8][C:9]1[C:18]([F:19])=[C:17]([F:20])[CH:16]=[C:15]2[C:10]=1[C:11](=[O:32])[C:12]([C:27]([O:29][CH2:30][CH3:31])=[O:28])=[CH:13][N:14]2[CH:21]1[CH2:26][CH2:25][O:24][CH2:23][CH2:22]1)C1C=CC=CC=1. Given the product [NH2:8][C:9]1[C:18]([F:19])=[C:17]([F:20])[CH:16]=[C:15]2[C:10]=1[C:11](=[O:32])[C:12]([C:27]([O:29][CH2:30][CH3:31])=[O:28])=[CH:13][N:14]2[CH:21]1[CH2:22][CH2:23][O:24][CH2:25][CH2:26]1, predict the reactants needed to synthesize it. (2) The reactants are: [CH3:1][O:2][CH2:3][O:4][CH:5]1[C:9]2[NH:10][N:11]=[C:12]([C:13](OCC)=[O:14])[C:8]=2[C@H:7]2[CH2:18][C@@H:6]12.[NH3:19]. Given the product [CH3:1][O:2][CH2:3][O:4][CH:5]1[C:9]2[NH:10][N:11]=[C:12]([C:13]([NH2:19])=[O:14])[C:8]=2[C@H:7]2[CH2:18][C@@H:6]12, predict the reactants needed to synthesize it. (3) Given the product [CH3:16][C:17]1[N:21]2[C:22]3[CH:28]=[C:27]([CH3:29])[N:26]([CH2:9][C:10]4[CH:15]=[CH:14][CH:13]=[CH:12][N:11]=4)[C:23]=3[CH:24]=[CH:25][C:20]2=[N:19][N:18]=1, predict the reactants needed to synthesize it. The reactants are: C([O-])([O-])=O.[K+].[K+].Br.Br[CH2:9][C:10]1[CH:15]=[CH:14][CH:13]=[CH:12][N:11]=1.[CH3:16][C:17]1[N:21]2[C:22]3[CH:28]=[C:27]([CH3:29])[NH:26][C:23]=3[CH:24]=[CH:25][C:20]2=[N:19][N:18]=1.CN(C=O)C. (4) Given the product [Cl:1][C:2]1[CH:3]=[CH:4][C:5]([CH:8]2[CH2:12][N:11]([C:37](=[O:38])[C:36]3[CH:35]=[CH:34][C:33]([O:32][CH:29]([CH3:30])[CH3:31])=[CH:41][CH:40]=3)[CH2:10][CH:9]2[N:13]([CH3:28])[C:14](=[O:27])[C:15]2[CH:20]=[CH:19][C:18]([O:21][CH3:22])=[C:17]([C:23]([F:24])([F:25])[F:26])[CH:16]=2)=[CH:6][CH:7]=1, predict the reactants needed to synthesize it. The reactants are: [Cl:1][C:2]1[CH:7]=[CH:6][C:5]([CH:8]2[CH2:12][NH:11][CH2:10][CH:9]2[N:13]([CH3:28])[C:14](=[O:27])[C:15]2[CH:20]=[CH:19][C:18]([O:21][CH3:22])=[C:17]([C:23]([F:26])([F:25])[F:24])[CH:16]=2)=[CH:4][CH:3]=1.[CH:29]([O:32][C:33]1[CH:41]=[CH:40][C:36]([C:37](O)=[O:38])=[CH:35][CH:34]=1)([CH3:31])[CH3:30]. (5) Given the product [CH3:56][O:55][N:54]([CH3:53])[C:48](=[O:50])[CH2:47][C@H:16]1[CH2:15][C@H:14]([C:11]2[CH:12]=[CH:13][C:8]([CH2:7][O:6][CH2:5][C@H:4]([O:3][CH2:1][CH3:2])[CH3:51])=[CH:9][CH:10]=2)[C@@H:19]([O:20][CH2:21][C:22]2[CH:23]=[CH:24][C:25]3[O:30][CH2:29][CH2:28][N:27]([CH2:31][CH2:32][CH2:33][O:34][CH3:35])[C:26]=3[CH:36]=2)[CH2:18][N:17]1[S:37]([C:40]1[CH:45]=[CH:44][C:43]([CH3:46])=[CH:42][CH:41]=1)(=[O:38])=[O:39], predict the reactants needed to synthesize it. The reactants are: [CH2:1]([O:3][C@H:4]([CH3:51])[CH2:5][O:6][CH2:7][C:8]1[CH:13]=[CH:12][C:11]([C@@H:14]2[C@@H:19]([O:20][CH2:21][C:22]3[CH:23]=[CH:24][C:25]4[O:30][CH2:29][CH2:28][N:27]([CH2:31][CH2:32][CH2:33][O:34][CH3:35])[C:26]=4[CH:36]=3)[CH2:18][N:17]([S:37]([C:40]3[CH:45]=[CH:44][C:43]([CH3:46])=[CH:42][CH:41]=3)(=[O:39])=[O:38])[C@@H:16]([CH2:47][C:48]([OH:50])=O)[CH2:15]2)=[CH:10][CH:9]=1)[CH3:2].Cl.[CH3:53][NH:54][O:55][CH3:56].